Dataset: Reaction yield outcomes from USPTO patents with 853,638 reactions. Task: Predict the reaction yield, written as a fraction of the theoretical maximum amount of product (1.0 means a 100% yield; for example, 0.34 means a 34% yield). (1) The reactants are [Br:1][C:2]1[CH:3]=[N:4][C:5](I)=[N:6][CH:7]=1.C([Li])CCC.[O:14]1[CH2:19][CH2:18][C:17](=[O:20])[CH2:16][CH2:15]1. The catalyst is C1(C)C=CC=CC=1.O. The product is [Br:1][C:2]1[CH:3]=[N:4][C:5]([C:17]2([OH:20])[CH2:18][CH2:19][O:14][CH2:15][CH2:16]2)=[N:6][CH:7]=1. The yield is 0.420. (2) The reactants are C(O)[C@H]1O[C@H](O[C@]2(CO)O[C@H](CO)[C@@H](O)[C@@H]2O)[C@H](O)[C@@H](O)[C@@H]1O.[P:24]([O-:28])([OH:27])([OH:26])=[O:25].[K+].P([O-])([O-])(O)=O.[K+].[K+].NC1C=CC(C(O)=O)=CC=1.P([O-])([O-])([O-])=O.[Na+:52].[Na+].[Na+].Cl.[CH3:56][NH:57][CH:58]([CH3:67])[C:59]([C:61]1[CH:66]=[CH:65][CH:64]=[CH:63][CH:62]=1)=[O:60].O=C[C@@H]([C@H]([C@@H]([C@@H](CO)O)O)O)O. No catalyst specified. The product is [P:24]([O-:28])([O-:27])([O-:26])=[O:25].[Na+:52].[Na+:52].[Na+:52].[CH3:67][C@H:58]([NH:57][CH3:56])[C@@H:59]([OH:60])[C:61]1[CH:66]=[CH:65][CH:64]=[CH:63][CH:62]=1. The yield is 0.0700. (3) The reactants are C([O:8][C:9](=[O:43])[C:10]1[CH:15]=[CH:14][C:13]([O:16]CC2C=CC=CC=2)=[CH:12][C:11]=1[NH:24][C:25]1[C:34]2[C:29](=[CH:30][CH:31]=[C:32]([O:35][Si](C(C)(C)C)(C)C)[CH:33]=2)[CH:28]=[CH:27][CH:26]=1)C1C=CC=CC=1.[F-].C([N+](CCCC)(CCCC)CCCC)CCC. The catalyst is C1COCC1. The product is [OH:16][C:13]1[CH:14]=[CH:15][C:10]([C:9]([OH:43])=[O:8])=[C:11]([NH:24][C:25]2[C:34]3[C:29](=[CH:30][CH:31]=[C:32]([OH:35])[CH:33]=3)[CH:28]=[CH:27][CH:26]=2)[CH:12]=1. The yield is 0.450. (4) The reactants are Cl[CH2:2][CH:3]1[O:8][CH2:7][C@@H:6]2[CH2:9][S:10][CH2:11][N:5]2[CH2:4]1.[F:12][C:13]([F:18])([F:17])[C:14]([OH:16])=[O:15].[Cl:19][C:20]1[CH:21]=[C:22]([NH:27][C:28]2[C:37]3[C:32](=[CH:33][C:34]([OH:40])=[C:35]([O:38][CH3:39])[CH:36]=3)[N:31]=[CH:30][N:29]=2)[CH:23]=[CH:24][C:25]=1[Cl:26].C(=O)([O-])[O-].[K+].[K+]. The catalyst is CN(C)C(=O)C. The product is [F:12][C:13]([F:18])([F:17])[C:14]([OH:16])=[O:15].[Cl:19][C:20]1[CH:21]=[C:22]([NH:27][C:28]2[C:37]3[C:32](=[CH:33][C:34]([O:40][CH2:2][CH:3]4[O:8][CH2:7][C@@H:6]5[CH2:9][S:10][CH2:11][N:5]5[CH2:4]4)=[C:35]([O:38][CH3:39])[CH:36]=3)[N:31]=[CH:30][N:29]=2)[CH:23]=[CH:24][C:25]=1[Cl:26]. The yield is 0.0890. (5) The reactants are [NH2:1][C:2]1[C:11]([F:12])=[C:10](F)[C:9]2[O:14][CH2:15][C:16]([CH3:18])([CH3:17])[N:7]3[C:8]=2[C:3]=1[C:4](=[O:21])[C:5]([C:19]#[N:20])=[CH:6]3.[N:22]1[CH:27]=[CH:26][CH:25]=[CH:24][C:23]=1[CH2:28][CH2:29][CH2:30][NH2:31]. The catalyst is CS(C)=O. The product is [NH2:1][C:2]1[C:11]([F:12])=[C:10]([NH:31][CH2:30][CH2:29][CH2:28][C:23]2[CH:24]=[CH:25][CH:26]=[CH:27][N:22]=2)[C:9]2[O:14][CH2:15][C:16]([CH3:18])([CH3:17])[N:7]3[C:8]=2[C:3]=1[C:4](=[O:21])[C:5]([C:19]#[N:20])=[CH:6]3. The yield is 0.290. (6) The reactants are [CH3:1][O:2][C:3]1[CH:8]=[CH:7][C:6]([CH2:9][N:10]2[C:15](=[O:16])[C:14](/[CH:17]=[CH:18]/[C:19]([O:21][CH2:22][CH2:23][CH2:24][CH3:25])=[O:20])=[CH:13][C:12]([O:26]CC3C=CC(OC)=CC=3)=[N:11]2)=[CH:5][CH:4]=1.O1CCOCC1. The catalyst is C(O)C.[Pd]. The product is [CH3:1][O:2][C:3]1[CH:8]=[CH:7][C:6]([CH2:9][N:10]2[C:15](=[O:16])[C:14]([CH2:17][CH2:18][C:19]([O:21][CH2:22][CH2:23][CH2:24][CH3:25])=[O:20])=[CH:13][C:12](=[O:26])[NH:11]2)=[CH:5][CH:4]=1. The yield is 0.890. (7) The reactants are C(N(CC)CC)C.[CH3:8][C:9]1[NH:10][CH:11]=[CH:12][N:13]=1.Cl[C:15]([C:28]1[CH:33]=[CH:32][CH:31]=[CH:30][CH:29]=1)([C:22]1[CH:27]=[CH:26][CH:25]=[CH:24][CH:23]=1)[C:16]1[CH:21]=[CH:20][CH:19]=[CH:18][CH:17]=1.CCCC(C)C. The catalyst is C(#N)C.O. The product is [CH3:8][C:9]1[N:10]([C:15]([C:16]2[CH:21]=[CH:20][CH:19]=[CH:18][CH:17]=2)([C:28]2[CH:29]=[CH:30][CH:31]=[CH:32][CH:33]=2)[C:22]2[CH:23]=[CH:24][CH:25]=[CH:26][CH:27]=2)[CH:11]=[CH:12][N:13]=1. The yield is 0.970. (8) The reactants are [N+:1]([C:4]1[CH:5]=[C:6]2[C:10](=[CH:11][CH:12]=1)[NH:9][C:8]([CH:13]([CH3:19])[C:14]([O:16][CH2:17][CH3:18])=[O:15])=[CH:7]2)([O-])=O.O.O.[Sn](Cl)(Cl)(Cl)Cl. The catalyst is C(O)C.C(OCC)(=O)C.O.C([O-])(O)=O.[Na+]. The product is [NH2:1][C:4]1[CH:5]=[C:6]2[C:10](=[CH:11][CH:12]=1)[NH:9][C:8]([CH:13]([CH3:19])[C:14]([O:16][CH2:17][CH3:18])=[O:15])=[CH:7]2. The yield is 0.990. (9) The reactants are [CH3:1][S:2][CH2:3][CH2:4][N:5]1[C:9]2[CH:10]=[CH:11][CH:12]=[CH:13][C:8]=2[N:7]=[C:6]1[CH2:14][N:15]1[C:19]2[CH:20]=[CH:21][CH:22]=[C:23](CCN(C)C)[C:18]=2[N:17]=[N:16]1.[OH2:29].[OH2:30].O.O.O.O.C1(=O)OOOOC(=O)C2=CC=CC=C12.[Mg]. The catalyst is CN(C)C=O.CCOC(C)=O. The product is [CH3:1][S:2]([CH2:3][CH2:4][N:5]1[C:9]2[CH:10]=[CH:11][CH:12]=[CH:13][C:8]=2[N:7]=[C:6]1[CH2:14][N:15]1[C:19]2[CH:20]=[CH:21][CH:22]=[CH:23][C:18]=2[N:17]=[N:16]1)(=[O:30])=[O:29]. The yield is 0.410. (10) The reactants are [CH2:1]([C:5]1[N:9]([CH2:10][C:11]2[CH:16]=[CH:15][C:14]([C:17]3[CH:22]=[CH:21][CH:20]=[CH:19][C:18]=3[C:23]#[N:24])=[CH:13][CH:12]=2)[C:8](=[O:25])[C:7]2([CH2:29][CH2:28][CH2:27][CH2:26]2)[N:6]=1)[CH2:2][CH2:3][CH3:4].[N-:30]=[N+:31]=[N-:32].[Na+].Cl.Cl.N1CCNCC1. The catalyst is C1(C)C(C)=CC=CC=1. The product is [CH3:4][CH2:3][CH2:2][CH2:1][C:5]1[N:9]([CH2:10][C:11]2[CH:16]=[CH:15][C:14]([C:17]3[CH:22]=[CH:21][CH:20]=[CH:19][C:18]=3[C:23]3[N:32]=[N:31][NH:30][N:24]=3)=[CH:13][CH:12]=2)[C:8](=[O:25])[C:7]2([CH2:26][CH2:27][CH2:28][CH2:29]2)[N:6]=1. The yield is 0.960.